Dataset: NCI-60 drug combinations with 297,098 pairs across 59 cell lines. Task: Regression. Given two drug SMILES strings and cell line genomic features, predict the synergy score measuring deviation from expected non-interaction effect. (1) Drug 1: C1=C(C(=O)NC(=O)N1)F. Drug 2: CC1CCC2CC(C(=CC=CC=CC(CC(C(=O)C(C(C(=CC(C(=O)CC(OC(=O)C3CCCCN3C(=O)C(=O)C1(O2)O)C(C)CC4CCC(C(C4)OC)O)C)C)O)OC)C)C)C)OC. Cell line: SNB-19. Synergy scores: CSS=38.0, Synergy_ZIP=-5.61, Synergy_Bliss=-4.97, Synergy_Loewe=0.912, Synergy_HSA=2.24. (2) Drug 1: C1=C(C(=O)NC(=O)N1)F. Drug 2: CC1=C(C(=O)C2=C(C1=O)N3CC4C(C3(C2COC(=O)N)OC)N4)N. Cell line: T-47D. Synergy scores: CSS=43.9, Synergy_ZIP=-4.24, Synergy_Bliss=-4.60, Synergy_Loewe=-0.344, Synergy_HSA=1.82. (3) Drug 1: CNC(=O)C1=CC=CC=C1SC2=CC3=C(C=C2)C(=NN3)C=CC4=CC=CC=N4. Drug 2: C1=NC2=C(N1)C(=S)N=CN2. Cell line: MOLT-4. Synergy scores: CSS=43.7, Synergy_ZIP=-8.07, Synergy_Bliss=-7.57, Synergy_Loewe=-17.6, Synergy_HSA=-6.03. (4) Drug 1: CC1=C(C=C(C=C1)NC2=NC=CC(=N2)N(C)C3=CC4=NN(C(=C4C=C3)C)C)S(=O)(=O)N.Cl. Drug 2: C1=CC(=CC=C1CCCC(=O)O)N(CCCl)CCCl. Cell line: SK-MEL-2. Synergy scores: CSS=2.96, Synergy_ZIP=-2.10, Synergy_Bliss=-3.44, Synergy_Loewe=-7.81, Synergy_HSA=-6.80. (5) Drug 2: C(=O)(N)NO. Cell line: HT29. Drug 1: CC1C(C(CC(O1)OC2CC(OC(C2O)C)OC3=CC4=CC5=C(C(=O)C(C(C5)C(C(=O)C(C(C)O)O)OC)OC6CC(C(C(O6)C)O)OC7CC(C(C(O7)C)O)OC8CC(C(C(O8)C)O)(C)O)C(=C4C(=C3C)O)O)O)O. Synergy scores: CSS=11.7, Synergy_ZIP=1.25, Synergy_Bliss=2.57, Synergy_Loewe=-56.2, Synergy_HSA=-0.0436. (6) Drug 1: CCN(CC)CCNC(=O)C1=C(NC(=C1C)C=C2C3=C(C=CC(=C3)F)NC2=O)C. Drug 2: CC1C(C(CC(O1)OC2CC(CC3=C2C(=C4C(=C3O)C(=O)C5=C(C4=O)C(=CC=C5)OC)O)(C(=O)CO)O)N)O.Cl. Cell line: SNB-19. Synergy scores: CSS=29.9, Synergy_ZIP=-4.73, Synergy_Bliss=-3.29, Synergy_Loewe=-11.6, Synergy_HSA=-2.27. (7) Drug 1: C1=CN(C(=O)N=C1N)C2C(C(C(O2)CO)O)O.Cl. Drug 2: C(CCl)NC(=O)N(CCCl)N=O. Cell line: LOX IMVI. Synergy scores: CSS=42.4, Synergy_ZIP=-7.99, Synergy_Bliss=-8.21, Synergy_Loewe=-6.51, Synergy_HSA=-3.11. (8) Drug 1: CC1C(C(=O)NC(C(=O)N2CCCC2C(=O)N(CC(=O)N(C(C(=O)O1)C(C)C)C)C)C(C)C)NC(=O)C3=C4C(=C(C=C3)C)OC5=C(C(=O)C(=C(C5=N4)C(=O)NC6C(OC(=O)C(N(C(=O)CN(C(=O)C7CCCN7C(=O)C(NC6=O)C(C)C)C)C)C(C)C)C)N)C. Drug 2: CCN(CC)CCNC(=O)C1=C(NC(=C1C)C=C2C3=C(C=CC(=C3)F)NC2=O)C. Cell line: MCF7. Synergy scores: CSS=3.01, Synergy_ZIP=-0.389, Synergy_Bliss=4.20, Synergy_Loewe=2.67, Synergy_HSA=3.38. (9) Drug 1: C1=NC2=C(N=C(N=C2N1C3C(C(C(O3)CO)O)O)F)N. Drug 2: CN(C(=O)NC(C=O)C(C(C(CO)O)O)O)N=O. Cell line: SF-295. Synergy scores: CSS=1.17, Synergy_ZIP=-2.11, Synergy_Bliss=-3.93, Synergy_Loewe=-3.27, Synergy_HSA=-4.06.